This data is from Reaction yield outcomes from USPTO patents with 853,638 reactions. The task is: Predict the reaction yield, written as a fraction of the theoretical maximum amount of product (1.0 means a 100% yield; for example, 0.34 means a 34% yield). (1) The reactants are FC(F)(F)C(O)=O.[N:8]([C:11]1[CH:81]=[CH:80][CH:79]=[CH:78][C:12]=1[CH2:13][O:14][C:15]([NH:17][CH2:18][C@H:19]([S:75][S:76][CH3:77])[CH2:20][CH2:21][C@@H:22]([NH:67]C(OC(C)(C)C)=O)[C:23]([O:25][C@H:26]1[C@@H:30]([OH:31])[C@@H:29]([N:32]2[CH:40]=[N:39][C:38]3[C:33]2=[N:34][CH:35]=[N:36][C:37]=3[NH2:41])[O:28][C@H:27]1[CH2:42][O:43][P:44]([O:47][C@H:48]1[CH2:52][C@H:51]([N:53]2[CH:58]=[CH:57][C:56]([NH2:59])=[N:55][C:54]2=[O:60])[O:50][C@@H:49]1[CH2:61][O:62][P:63]([OH:66])([OH:65])=[O:64])([OH:46])=[O:45])=[O:24])=[O:16])=[N+:9]=[N-:10]. The catalyst is ClCCl. The product is [NH2:67][C@H:22]([CH2:21][CH2:20][C@@H:19]([S:75][S:76][CH3:77])[CH2:18][NH:17][C:15]([O:14][CH2:13][C:12]1[CH:78]=[CH:79][CH:80]=[CH:81][C:11]=1[N:8]=[N+:9]=[N-:10])=[O:16])[C:23]([O:25][C@H:26]1[C@@H:30]([OH:31])[C@@H:29]([N:32]2[CH:40]=[N:39][C:38]3[C:33]2=[N:34][CH:35]=[N:36][C:37]=3[NH2:41])[O:28][C@H:27]1[CH2:42][O:43][P:44]([O:47][C@H:48]1[CH2:52][C@H:51]([N:53]2[CH:58]=[CH:57][C:56]([NH2:59])=[N:55][C:54]2=[O:60])[O:50][C@@H:49]1[CH2:61][O:62][P:63]([OH:66])([OH:65])=[O:64])([OH:46])=[O:45])=[O:24]. The yield is 0.550. (2) The reactants are [CH:1]1[C:6]2[CH2:7][CH2:8][CH2:9][C:5]=2[CH:4]=[C:3]([CH2:10][OH:11])[N:2]=1. The catalyst is C(Cl)Cl.[O-2].[O-2].[Mn+4]. The product is [CH:1]1[C:6]2[CH2:7][CH2:8][CH2:9][C:5]=2[CH:4]=[C:3]([CH:10]=[O:11])[N:2]=1. The yield is 0.590. (3) The reactants are CN(C(ON1N=NC2C=CC=NC1=2)=[N+](C)C)C.F[P-](F)(F)(F)(F)F.[NH2:25][C:26]1[CH:27]=[C:28]([C:46]2[CH:51]=[CH:50][CH:49]=[CH:48][CH:47]=2)[CH:29]=[CH:30][C:31]=1[C:32]([NH:34][C@@H:35]([CH:40]1[CH2:45][CH2:44][CH2:43][CH2:42][CH2:41]1)[C:36]([O:38][CH3:39])=[O:37])=[O:33].[Cl:52][C:53]1[CH:58]=[C:57]([Cl:59])[CH:56]=[C:55]([Cl:60])[C:54]=1[CH2:61][C:62](O)=[O:63].C(N(C(C)C)CC)(C)C. The catalyst is CN(C=O)C.C(OCC)(=O)C.CCCCCC.C(OCC)(=O)C. The product is [CH:40]1([C@H:35]([NH:34][C:32]([C:31]2[CH:30]=[CH:29][C:28]([C:46]3[CH:47]=[CH:48][CH:49]=[CH:50][CH:51]=3)=[CH:27][C:26]=2[NH:25][C:62](=[O:63])[CH2:61][C:54]2[C:55]([Cl:60])=[CH:56][C:57]([Cl:59])=[CH:58][C:53]=2[Cl:52])=[O:33])[C:36]([O:38][CH3:39])=[O:37])[CH2:45][CH2:44][CH2:43][CH2:42][CH2:41]1. The yield is 0.310. (4) The reactants are S(S([O-])=O)([O-])=O.[Na+].[Na+].[Cl:9][C:10]1[CH:15]=[CH:14][C:13]([C:16]2[C:20]3[CH2:21][N:22]([C:25](=[O:27])[CH3:26])[CH2:23][CH2:24][C:19]=3[N:18]([CH2:28][CH:29]([OH:44])[CH2:30][N:31]3[CH2:36][CH2:35][N:34]([C:37]4[CH:42]=[CH:41][CH:40]=[CH:39][C:38]=4[CH3:43])[CH2:33][CH2:32]3)[N:17]=2)=[CH:12][C:11]=1[N+:45]([O-])=O.Cl.C(=O)(O)[O-].[Na+]. The catalyst is O.C1COCC1. The product is [NH2:45][C:11]1[CH:12]=[C:13]([C:16]2[C:20]3[CH2:21][N:22]([C:25](=[O:27])[CH3:26])[CH2:23][CH2:24][C:19]=3[N:18]([CH2:28][CH:29]([OH:44])[CH2:30][N:31]3[CH2:32][CH2:33][N:34]([C:37]4[CH:42]=[CH:41][CH:40]=[CH:39][C:38]=4[CH3:43])[CH2:35][CH2:36]3)[N:17]=2)[CH:14]=[CH:15][C:10]=1[Cl:9]. The yield is 0.841. (5) The reactants are [NH2:1][C:2]1[CH:7]=[C:6]([Cl:8])[N:5]=[C:4]([C:9]([O:11][CH3:12])=[O:10])[C:3]=1[Cl:13].[I:14](O)(=O)(=O)=O.II. The catalyst is CO. The product is [NH2:1][C:2]1[C:7]([I:14])=[C:6]([Cl:8])[N:5]=[C:4]([C:9]([O:11][CH3:12])=[O:10])[C:3]=1[Cl:13]. The yield is 0.790.